Task: Regression. Given a target protein amino acid sequence and a drug SMILES string, predict the binding affinity score between them. We predict pIC50 (pIC50 = -log10(IC50 in M); higher means more potent). Dataset: bindingdb_ic50.. Dataset: Drug-target binding data from BindingDB using IC50 measurements (1) The small molecule is O=C(Nc1ccc(-c2cccc3nc(NC(=O)C4CC4)nn23)cc1)c1ccccn1. The target protein sequence is EQNPDIVSEKKPATEVDPTHFEKRFLKRIRDLGEGHFGKVELCRYDPEGDNTGEQVAVKSLKPESGGNHIADLKKEIEILRNLYHENIVKYKGICTEDGGNGIKLIMEFLPSGSLKEYLPKNKNKINLKQQLKYAVQICKGMDYLGSRQYVHRDLAARNVLVESEHQVKIGDFGLTKAIETDKEYYTVKDDRDSPVFWYAPECLMQSKFYIASDVWSFGVTLHELLTYCDSDSSPMALFLKMIGPTHGQMTVTRLVNTLKEGKRLPCPPNCPDEVYQLMRKCWEFQPSNRTSFQNLIEGFEALLK. The pIC50 is 6.3. (2) The drug is C[C@H](O)NC[C@H]1NC[C@H](O)[C@@H]1O. The target protein (P29853) has sequence MKLSSACAIALLAAQAAGASIKHRINGFTLTEHSDPAKRELLQKYVTWDDKSLFINGERIMIFSGEFHPFRLPVKELQLDIFQKVKALGFNCVSFYVDWALVEGKPGEYRADGIFDLEPFFDAASEAGIYLLARPGPYINAESSGGGFPGWLQRVNGTLRSSDKAYLDATDNYVSHVAATIAKYQITNGGPIILYQPENEYTSGCSGVEFPDPVYMQYVEDQARNAGVVIPLINNDASASGNNAPGTGKGAVDIYGHDSYPLGFDCANPTVWPSGDLPTNFRTLHLEQSPTTPYAIVEFQGGSYDPWGGPGFAACSELLNNEFERVFYKNDFSFQIAIMNLYMIFGGTNWGNLGYPNGYTSYDYGSAVTESRNITREKYSELKLLGNFAKVSPGYLTASPGNLTTSGYADTTDLTVTPLLGNSTGSFFVVRHSDYSSEESTSYKLRLPTSAGSVTIPQLGGTLTLNGRDSKIHVTDHNVSGTNIIYSTAEVFTWKKFADG.... The pIC50 is 3.3. (3) The drug is CCOc1cc(/C=C2/NC(=O)N(Cc3ccccc3F)C2=O)ccc1OCc1ccc(C(=O)O)cc1. The target protein (P12259) has sequence MFPGCPRLWVLVVLGTSWVGWGSQGTEAAQLRQFYVAAQGISWSYRPEPTNSSLNLSVTSFKKIVYREYEPYFKKEKPQSTISGLLGPTLYAEVGDIIKVHFKNKADKPLSIHPQGIRYSKLSEGASYLDHTFPAEKMDDAVAPGREYTYEWSISEDSGPTHDDPPCLTHIYYSHENLIEDFNSGLIGPLLICKKGTLTEGGTQKTFDKQIVLLFAVFDESKSWSQSSSLMYTVNGYVNGTMPDITVCAHDHISWHLLGMSSGPELFSIHFNGQVLEQNHHKVSAITLVSATSTTANMTVGPEGKWIISSLTPKHLQAGMQAYIDIKNCPKKTRNLKKITREQRRHMKRWEYFIAAEEVIWDYAPVIPANMDKKYRSQHLDNFSNQIGKHYKKVMYTQYEDESFTKHTVNPNMKEDGILGPIIRAQVRDTLKIVFKNMASRPYSIYPHGVTFSPYEDEVNSSFTSGRNNTMIRAVQPGETYTYKWNILEFDEPTENDAQC.... The pIC50 is 5.6. (4) The small molecule is CN1C(=O)N(c2cc(Cl)cc(Cl)c2)C(=O)[C@]12CN(c1ccc(C(=O)O)cn1)C[C@H]2c1ccc(C#N)cc1. The target protein (P24063) has sequence MSFRIAGPRLLLLGLQLFAKAWSYNLDTRPTQSFLAQAGRHFGYQVLQIEDGVVVGAPGEGDNTGGLYHCRTSSEFCQPVSLHGSNHTSKYLGMTLATDAAKGSLLACDPGLSRTCDQNTYLSGLCYLFPQSLEGPMLQNRPAYQECMKGKVDLVFLFDGSQSLDRKDFEKILEFMKDVMRKLSNTSYQFAAVQFSTDCRTEFTFLDYVKQNKNPDVLLGSVQPMFLLTNTFRAINYVVAHVFKEESGARPDATKVLVIITDGEASDKGNISAAHDITRYIIGIGKHFVSVQKQKTLHIFASEPVEEFVKILDTFEKLKDLFTDLQRRIYAIEGTNRQDLTSFNMELSSSGISADLSKGHAVVGAVGAKDWAGGFLDLREDLQGATFVGQEPLTSDVRGGYLGYTVAWMTSRSSRPLLAAGAPRYQHVGQVLLFQAPEAGGRWNQTQKIEGTQIGSYFGGELCSVDLDQDGEAELLLIGAPLFFGEQRGGRVFTYQRRQS.... The pIC50 is 6.8.